From a dataset of Catalyst prediction with 721,799 reactions and 888 catalyst types from USPTO. Predict which catalyst facilitates the given reaction. (1) Reactant: Cl[C:2]1[C:3]2[C:4](=[CH:13][N:14](CC3C=CC(OC)=CC=3)[N:15]=2)[N:5]=[C:6]([C:8]2[S:9][CH:10]=[CH:11][CH:12]=2)[N:7]=1.[CH:25]1([C:28]2[NH:32][N:31]=[C:30]([NH2:33])[CH:29]=2)[CH2:27][CH2:26]1.Cl. Product: [CH:25]1([C:28]2[NH:32][N:31]=[C:30]([NH:33][C:2]3[C:3]4[NH:15][N:14]=[CH:13][C:4]=4[N:5]=[C:6]([C:8]4[S:9][CH:10]=[CH:11][CH:12]=4)[N:7]=3)[CH:29]=2)[CH2:27][CH2:26]1. The catalyst class is: 71. (2) Product: [CH3:3][CH:2]([N:4]([C:16](=[O:17])[C:15]([F:26])([F:25])[F:14])[C:5]1[CH:9]=[CH:8][S:7][C:6]=1[C:10]([O:12][CH3:13])=[O:11])[CH3:1]. Reactant: [CH3:1][CH:2]([NH:4][C:5]1[CH:9]=[CH:8][S:7][C:6]=1[C:10]([O:12][CH3:13])=[O:11])[CH3:3].[F:14][C:15]([F:26])([F:25])[C:16](O[C:16](=[O:17])[C:15]([F:26])([F:25])[F:14])=[O:17]. The catalyst class is: 28. (3) Reactant: [Cl:1][C:2]1[CH:7]=[CH:6][C:5]([CH:8]([C:25]2[CH:30]=[CH:29][C:28]([Cl:31])=[CH:27][CH:26]=2)[C:9]2[CH:10]=[C:11]3[C:16](=[CH:17][CH:18]=2)[N:15]=[CH:14][N:13]=[C:12]3[NH:19][CH:20]2[CH2:24][CH2:23][NH:22][CH2:21]2)=[CH:4][CH:3]=1.[CH:32]([C:34]1[CH:43]=[CH:42][C:37]([C:38]([O:40][CH3:41])=[O:39])=[CH:36][CH:35]=1)=O.CO.[BH3-]C#N.[Na+]. Product: [Cl:1][C:2]1[CH:7]=[CH:6][C:5]([CH:8]([C:25]2[CH:26]=[CH:27][C:28]([Cl:31])=[CH:29][CH:30]=2)[C:9]2[CH:10]=[C:11]3[C:16](=[CH:17][CH:18]=2)[N:15]=[CH:14][N:13]=[C:12]3[NH:19][CH:20]2[CH2:24][CH2:23][N:22]([CH2:32][C:34]3[CH:43]=[CH:42][C:37]([C:38]([O:40][CH3:41])=[O:39])=[CH:36][CH:35]=3)[CH2:21]2)=[CH:4][CH:3]=1. The catalyst class is: 15. (4) Reactant: C([O:5][C:6](=[O:38])[CH2:7][O:8][C:9]1[CH:14]=[CH:13][CH:12]=[C:11]([CH2:15][N:16]([CH2:26][C:27]2[CH:32]=[CH:31][C:30]([C:33]([CH3:37])([CH3:36])[CH2:34][OH:35])=[CH:29][CH:28]=2)[S:17]([C:20]2[CH:21]=[N:22][CH:23]=[CH:24][CH:25]=2)(=[O:19])=[O:18])[CH:10]=1)(C)(C)C.FC(F)(F)C(O)=O. Product: [OH:35][CH2:34][C:33]([C:30]1[CH:31]=[CH:32][C:27]([CH2:26][N:16]([CH2:15][C:11]2[CH:10]=[C:9]([CH:14]=[CH:13][CH:12]=2)[O:8][CH2:7][C:6]([OH:38])=[O:5])[S:17]([C:20]2[CH:21]=[N:22][CH:23]=[CH:24][CH:25]=2)(=[O:19])=[O:18])=[CH:28][CH:29]=1)([CH3:37])[CH3:36]. The catalyst class is: 2. (5) Reactant: [CH3:1][O:2][C:3](=[O:21])[CH:4]=[CH:5][C:6]1[CH:11]=[C:10]([NH2:12])[CH:9]=[CH:8][C:7]=1[O:13][C:14]1[CH:19]=[CH:18][C:17]([F:20])=[CH:16][CH:15]=1.Br[CH2:23][C:24]1[CH:25]=[N:26][CH:27]=[CH:28][CH:29]=1.C([O-])([O-])=O.[K+].[K+]. Product: [F:20][C:17]1[CH:16]=[CH:15][C:14]([O:13][C:7]2[CH:8]=[CH:9][C:10]([NH:12][CH2:23][C:24]3[CH:25]=[N:26][CH:27]=[CH:28][CH:29]=3)=[CH:11][C:6]=2/[CH:5]=[CH:4]/[C:3]([O:2][CH3:1])=[O:21])=[CH:19][CH:18]=1. The catalyst class is: 3. (6) Reactant: [NH2:1][C@H:2]1[CH2:11][CH2:10][C:9]2[CH:8]=[C:7]([CH2:12][OH:13])[CH:6]=[CH:5][C:4]=2[CH2:3]1.C[O:15][C:16]([C:18]1[S:19][C:20]([Br:28])=[CH:21][C:22]=1[N:23]=[CH:24]N(C)C)=O.C(N(CC)C(C)C)(C)C. Product: [Br:28][C:20]1[S:19][C:18]2[C:16](=[O:15])[N:1]([C@H:2]3[CH2:11][CH2:10][C:9]4[C:4](=[CH:5][CH:6]=[C:7]([CH2:12][OH:13])[CH:8]=4)[CH2:3]3)[CH:24]=[N:23][C:22]=2[CH:21]=1. The catalyst class is: 8. (7) Reactant: Cl.[NH2:2][C@H:3]([C:14]([O:16][CH3:17])=[O:15])[CH2:4][C:5]1[C:13]2[C:8](=[CH:9][CH:10]=[CH:11][CH:12]=2)[NH:7][CH:6]=1.C(N(CC)CC)C.[F:25][C:26]1[CH:27]=[C:28]([CH:34]=[CH:35][CH:36]=1)[CH:29]=[CH:30][C:31](O)=[O:32].CCN=C=NCCCN(C)C.Cl. Product: [F:25][C:26]1[CH:27]=[C:28]([CH:29]=[CH:30][C:31]([NH:2][C@H:3]([C:14]([O:16][CH3:17])=[O:15])[CH2:4][C:5]2[C:13]3[C:8](=[CH:9][CH:10]=[CH:11][CH:12]=3)[NH:7][CH:6]=2)=[O:32])[CH:34]=[CH:35][CH:36]=1. The catalyst class is: 2. (8) The catalyst class is: 1. Reactant: [Si]([O:18][C@H:19]1[CH2:24][CH2:23][C@@:22]([C@H:26]2[CH2:34][CH2:33][C@@:32]3([CH3:35])[C@@H:28]([CH2:29][CH2:30][C:31]3=[CH2:36])[C@@H:27]2[OH:37])([CH3:25])[C@@H:21]([CH2:38][CH2:39][O:40][C:41]2[CH:46]=[CH:45][CH:44]=[CH:43][N:42]=2)[CH2:20]1)(C(C)(C)C)(C1C=CC=CC=1)C1C=CC=CC=1.CCCC[N+](CCCC)(CCCC)CCCC.[F-]. Product: [OH:18][C@H:19]1[CH2:24][CH2:23][C@@:22]([C@H:26]2[CH2:34][CH2:33][C@@:32]3([CH3:35])[C@@H:28]([CH2:29][CH2:30][C:31]3=[CH2:36])[C@@H:27]2[OH:37])([CH3:25])[C@@H:21]([CH2:38][CH2:39][O:40][C:41]2[CH:46]=[CH:45][CH:44]=[CH:43][N:42]=2)[CH2:20]1.